Predict the reactants needed to synthesize the given product. From a dataset of Retrosynthesis with 50K atom-mapped reactions and 10 reaction types from USPTO. Given the product N[C@@H]1C[C@H]1c1cccc(C(=O)NC2CCOCC2)c1, predict the reactants needed to synthesize it. The reactants are: CC(C)(C)OC(=O)N[C@@H]1C[C@H]1c1cccc(C(=O)NC2CCOCC2)c1.